From a dataset of Forward reaction prediction with 1.9M reactions from USPTO patents (1976-2016). Predict the product of the given reaction. Given the reactants F[C:2]1[CH:3]=[CH:4][CH:5]=[C:6]2[C:11]=1OCC[C@H]2N.Cl[C:14]1[N:19]=C(Cl)C([N+]([O-])=O)=C[N:15]=1.CCN(C(C)C)C(C)C.Cl[C:34]1[N:39]=[C:38]([NH:40][C@H:41]2[C:50]3[C:45](=[C:46]([F:51])[CH:47]=[CH:48][CH:49]=3)[O:44][CH2:43][CH2:42]2)[C:37]([N+:52]([O-:54])=[O:53])=[CH:36][N:35]=1, predict the reaction product. The product is: [N:15]1([C:34]2[N:39]=[C:38]([NH:40][C@H:41]3[C:50]4[C:45](=[C:46]([F:51])[CH:47]=[CH:48][CH:49]=4)[O:44][CH2:43][CH2:42]3)[C:37]([N+:52]([O-:54])=[O:53])=[CH:36][N:35]=2)[C:6]2[CH:5]=[CH:4][CH:3]=[CH:2][C:11]=2[N:19]=[CH:14]1.